From a dataset of Catalyst prediction with 721,799 reactions and 888 catalyst types from USPTO. Predict which catalyst facilitates the given reaction. (1) Reactant: [S:1]([C:5]1[CH:11]=[CH:10][C:8]([CH3:9])=[CH:7][CH:6]=1)([O-:4])(=[O:3])=[O:2].[CH3:12][N:13]([C+:15]([N:17]([CH3:19])[CH3:18])Cl)[CH3:14].[CH3:20][N-:21][CH3:22].[Li+]. Product: [S:1]([C:5]1[CH:11]=[CH:10][C:8]([CH3:9])=[CH:7][CH:6]=1)([O-:4])(=[O:3])=[O:2].[CH3:12][N:13]([CH3:14])[C:15](=[N+:21]([CH3:22])[CH3:20])[N:17]([CH3:19])[CH3:18]. The catalyst class is: 10. (2) The catalyst class is: 4. Reactant: Cl.[I:2][C:3]1[CH:8]=[CH:7][C:6]([N:9]2[CH2:14][CH:13]3[CH2:15][CH:10]2[CH2:11][NH:12]3)=[CH:5][CH:4]=1.C(N(CC)CC)C.[C:23](OC(=O)C)(=[O:25])[CH3:24]. Product: [C:23]([N:12]1[CH2:11][CH:10]2[CH2:15][CH:13]1[CH2:14][N:9]2[C:6]1[CH:5]=[CH:4][C:3]([I:2])=[CH:8][CH:7]=1)(=[O:25])[CH3:24]. (3) Reactant: [Cl:1][C:2]1[CH:7]=[CH:6][C:5]([C@H:8]([C:21]([N:23]2[CH2:28][CH2:27][N:26]([C:29]3[C:34]([C:35]4[CH:40]=[CH:39][CH:38]=[CH:37][CH:36]=4)=[CH:33][N:32]=[C:31]4[NH:41][CH:42]=[C:43]([CH3:44])[C:30]=34)[CH2:25][CH2:24]2)=[O:22])[CH2:9][N:10]([CH:18]([CH3:20])[CH3:19])C(=O)OC(C)(C)C)=[CH:4][CH:3]=1.C(O)(C(F)(F)F)=O.C1(N)C(F)=C(F)C(F)=C(N)C=1F.Cl.Cl. Product: [Cl:1][C:2]1[CH:7]=[CH:6][C:5]([C@@H:8]([CH2:9][NH:10][CH:18]([CH3:20])[CH3:19])[C:21]([N:23]2[CH2:28][CH2:27][N:26]([C:29]3[C:34]([C:35]4[CH:40]=[CH:39][CH:38]=[CH:37][CH:36]=4)=[CH:33][N:32]=[C:31]4[NH:41][CH:42]=[C:43]([CH3:44])[C:30]=34)[CH2:25][CH2:24]2)=[O:22])=[CH:4][CH:3]=1. The catalyst class is: 2.